Dataset: Full USPTO retrosynthesis dataset with 1.9M reactions from patents (1976-2016). Task: Predict the reactants needed to synthesize the given product. (1) Given the product [NH2:37][CH2:38][CH:39]1[CH2:43][CH2:42][N:41]([C:2]2[CH:3]=[C:4]([C:8]3[N:9]=[C:10]4[C:16]([C:17](=[O:22])[C:18]([CH3:20])([CH3:21])[CH3:19])=[CH:15][NH:14][C:11]4=[N:12][CH:13]=3)[CH:5]=[CH:6][CH:7]=2)[CH2:40]1, predict the reactants needed to synthesize it. The reactants are: I[C:2]1[CH:3]=[C:4]([C:8]2[N:9]=[C:10]3[C:16]([C:17](=[O:22])[C:18]([CH3:21])([CH3:20])[CH3:19])=[CH:15][N:14](COCC[Si](C)(C)C)[C:11]3=[N:12][CH:13]=2)[CH:5]=[CH:6][CH:7]=1.C(OC(=O)[NH:37][CH2:38][CH:39]1[CH2:43][CH2:42][NH:41][CH2:40]1)(C)(C)C. (2) Given the product [Cl:20][CH2:21][CH2:22][C:23]([C:5]1[CH:6]=[C:7]2[C:12](=[C:3]([CH2:1][CH3:2])[CH:4]=1)[NH:11][C:10](=[O:13])[CH2:9][C:8]2([CH3:14])[CH3:15])=[O:24], predict the reactants needed to synthesize it. The reactants are: [CH2:1]([C:3]1[CH:4]=[CH:5][CH:6]=[C:7]2[C:12]=1[NH:11][C:10](=[O:13])[CH2:9][C:8]2([CH3:15])[CH3:14])[CH3:2].[Cl-].[Al+3].[Cl-].[Cl-].[Cl:20][CH2:21][CH2:22][C:23](Cl)=[O:24]. (3) The reactants are: N[C:2]1[CH:29]=[CH:28][C:27]([O:30][C:31]([F:34])([F:33])[F:32])=[CH:26][C:3]=1[CH2:4][N:5]1[C@@H:9]([CH3:10])[C@@H:8]([C:11]2[CH:16]=[C:15]([C:17]([F:20])([F:19])[F:18])[CH:14]=[C:13]([C:21]([F:24])([F:23])[F:22])[CH:12]=2)[O:7][C:6]1=[O:25].N(OC(C)(C)C)=O.[I:42]I. Given the product [F:22][C:21]([F:24])([F:23])[C:13]1[CH:12]=[C:11]([C@H:8]2[O:7][C:6](=[O:25])[N:5]([CH2:4][C:3]3[CH:26]=[C:27]([O:30][C:31]([F:34])([F:33])[F:32])[CH:28]=[CH:29][C:2]=3[I:42])[C@H:9]2[CH3:10])[CH:16]=[C:15]([C:17]([F:20])([F:19])[F:18])[CH:14]=1, predict the reactants needed to synthesize it. (4) Given the product [CH:1]1([C:4]2[C:5]([O:13][CH2:14][C:15]([F:18])([F:17])[F:16])=[CH:6][C:7]([C:10]3[O:12][N:23]=[C:21]([C:20]([F:26])([F:25])[F:19])[N:22]=3)=[N:8][CH:9]=2)[CH2:2][CH2:3]1, predict the reactants needed to synthesize it. The reactants are: [CH:1]1([C:4]2[C:5]([O:13][CH2:14][C:15]([F:18])([F:17])[F:16])=[CH:6][C:7]([C:10]([OH:12])=O)=[N:8][CH:9]=2)[CH2:3][CH2:2]1.[F:19][C:20]([F:26])([F:25])[C:21](=[N:23]O)[NH2:22]. (5) Given the product [CH2:9]1[NH:8][CH2:13][CH2:12][N:11]2[CH2:14][CH2:15][CH2:16][C:10]12[CH2:17][OH:18], predict the reactants needed to synthesize it. The reactants are: C1(C[N:8]2[CH2:13][CH2:12][N:11]3[CH2:14][CH2:15][CH2:16][C:10]3([CH2:17][OH:18])[CH2:9]2)C=CC=CC=1.C([O-])=O.[NH4+]. (6) The reactants are: [OH:1][C:2]1[N:7]=[C:6]([C:8]([NH:10][CH2:11][CH:12]2[CH2:17][CH2:16][O:15][CH2:14][CH2:13]2)=[O:9])[C:5]([NH:18][C:19]([C:21]2[C:30]3[C:25](=[CH:26][CH:27]=[CH:28][CH:29]=3)[C:24]([CH2:31][N:32]3[CH:36]=[CH:35][N:34]=[N:33]3)=[CH:23][CH:22]=2)=[O:20])=[CH:4][CH:3]=1.Cl[CH2:38][CH2:39][O:40][CH2:41][CH2:42][OH:43]. Given the product [O:15]1[CH2:14][CH2:13][CH:12]([CH2:11][NH:10][C:8]([C:6]2[C:5]([NH:18][C:19]([C:21]3[C:30]4[C:25](=[CH:26][CH:27]=[CH:28][CH:29]=4)[C:24]([CH2:31][N:32]4[CH:36]=[CH:35][N:34]=[N:33]4)=[CH:23][CH:22]=3)=[O:20])=[CH:4][CH:3]=[C:2]([O:1][CH2:38][CH2:39][O:40][CH2:41][CH2:42][OH:43])[N:7]=2)=[O:9])[CH2:17][CH2:16]1, predict the reactants needed to synthesize it.